Dataset: Reaction yield outcomes from USPTO patents with 853,638 reactions. Task: Predict the reaction yield, written as a fraction of the theoretical maximum amount of product (1.0 means a 100% yield; for example, 0.34 means a 34% yield). The reactants are [Cl:1][C:2]1[CH:3]=[CH:4][C:5]2[O:15][C:14]3[CH:16]=[CH:17][CH:18]=[CH:19][C:13]=3[C@H:8]3[CH2:9][N:10]([CH3:12])[CH2:11][C@@H:7]3[C:6]=2[CH:20]=1.[C:21]([OH:28])(=[O:27])/[CH:22]=[CH:23]\[C:24]([OH:26])=[O:25]. The catalyst is C(O)C. The product is [C:21]([OH:28])(=[O:27])/[CH:22]=[CH:23]\[C:24]([OH:26])=[O:25].[Cl:1][C:2]1[CH:3]=[CH:4][C:5]2[O:15][C:14]3[CH:16]=[CH:17][CH:18]=[CH:19][C:13]=3[C@H:8]3[CH2:9][N:10]([CH3:12])[CH2:11][C@@H:7]3[C:6]=2[CH:20]=1. The yield is 0.630.